From a dataset of Full USPTO retrosynthesis dataset with 1.9M reactions from patents (1976-2016). Predict the reactants needed to synthesize the given product. (1) Given the product [ClH:16].[CH:2]([O:4][C:5]1[CH:11]=[CH:10][C:8]([NH:9][NH2:12])=[CH:7][CH:6]=1)([CH3:1])[CH3:3], predict the reactants needed to synthesize it. The reactants are: [CH3:1][CH:2]([O:4][C:5]1[CH:11]=[CH:10][C:8]([NH2:9])=[CH:7][CH:6]=1)[CH3:3].[N:12]([O-])=O.[Na+].[Cl:16][Sn]Cl.O. (2) The reactants are: [Cl:1][CH:2]([C:14]1[CH:19]=[CH:18][CH:17]=[CH:16][CH:15]=1)[C:3]([C:5]1[C:13]2[C:8](=[CH:9][CH:10]=[CH:11][CH:12]=2)[NH:7][CH:6]=1)=[O:4].[H-].[Na+].Cl[S:23]([CH:26]1[CH2:31][CH2:30][N:29]([C:32]([O:34][CH2:35][C:36]2[CH:41]=[CH:40][CH:39]=[CH:38][CH:37]=2)=[O:33])[CH2:28][CH2:27]1)(=[O:25])=[O:24].O. Given the product [Cl:1][CH:2]([C:14]1[CH:19]=[CH:18][CH:17]=[CH:16][CH:15]=1)[C:3]([C:5]1[C:13]2[C:8](=[CH:9][CH:10]=[CH:11][CH:12]=2)[N:7]([S:23]([CH:26]2[CH2:27][CH2:28][N:29]([C:32]([O:34][CH2:35][C:36]3[CH:41]=[CH:40][CH:39]=[CH:38][CH:37]=3)=[O:33])[CH2:30][CH2:31]2)(=[O:24])=[O:25])[CH:6]=1)=[O:4], predict the reactants needed to synthesize it. (3) Given the product [Cl:1][C:2]1[CH:10]=[C:9]2[C:5]([C:6]([C:11]([N:13]3[CH2:18][CH2:17][C:16]4([C:22]5[CH:23]=[CH:24][CH:25]=[CH:26][C:21]=5[C:20](=[O:27])[O:19]4)[CH2:15][CH2:14]3)=[O:12])=[CH:7][N:8]2[CH2:29][CH2:30][CH:31]2[CH2:36][CH2:35][O:34][CH2:33][CH2:32]2)=[CH:4][CH:3]=1, predict the reactants needed to synthesize it. The reactants are: [Cl:1][C:2]1[CH:10]=[C:9]2[C:5]([C:6]([C:11]([N:13]3[CH2:18][CH2:17][C:16]4([C:22]5[CH:23]=[CH:24][CH:25]=[CH:26][C:21]=5[C:20](=[O:27])[O:19]4)[CH2:15][CH2:14]3)=[O:12])=[CH:7][NH:8]2)=[CH:4][CH:3]=1.Br[CH2:29][CH2:30][CH:31]1[CH2:36][CH2:35][O:34][CH2:33][CH2:32]1. (4) Given the product [Cl:40][C:25]1[C:26]([NH:28][C@@H:29]2[CH2:34][CH2:33][CH2:32][CH2:31][C@H:30]2[NH:35][S:36]([CH3:39])(=[O:38])=[O:37])=[N:27][C:22]([NH:20][C:4]2[CH:5]=[CH:6][C:7]3[CH2:13][CH2:12][CH:11]([NH:14][CH2:15][C:16]([F:19])([F:18])[F:17])[CH2:10][CH2:9][C:8]=3[CH:3]=2)=[N:23][CH:24]=1, predict the reactants needed to synthesize it. The reactants are: CO[C:3]1[C:8]2[CH2:9][CH2:10][CH:11]([NH:14][CH2:15][C:16]([F:19])([F:18])[F:17])[CH2:12][CH2:13][C:7]=2[CH:6]=[CH:5][C:4]=1[NH2:20].Cl[C:22]1[N:27]=[C:26]([NH:28][C@@H:29]2[CH2:34][CH2:33][CH2:32][CH2:31][C@H:30]2[NH:35][S:36]([CH3:39])(=[O:38])=[O:37])[C:25]([Cl:40])=[CH:24][N:23]=1.